From a dataset of Forward reaction prediction with 1.9M reactions from USPTO patents (1976-2016). Predict the product of the given reaction. (1) Given the reactants [Cl:1][C:2]1[CH:3]=[CH:4][N:5]=[C:6]2[C:10]=1[NH:9][CH:8]=[C:7]2[C:11](=[O:15])[C:12]([O-:14])=O.[K+].[C:17]([N:25]1[CH2:30][CH2:29][NH:28][C@H:27]([CH3:31])[CH2:26]1)(=[O:24])[C:18]1[CH:23]=[CH:22][CH:21]=[CH:20][CH:19]=1, predict the reaction product. The product is: [C:17]([N:25]1[CH2:30][CH2:29][N:28]([C:12](=[O:14])[C:11]([C:7]2[C:6]3[C:10](=[C:2]([Cl:1])[CH:3]=[CH:4][N:5]=3)[NH:9][CH:8]=2)=[O:15])[C@H:27]([CH3:31])[CH2:26]1)(=[O:24])[C:18]1[CH:19]=[CH:20][CH:21]=[CH:22][CH:23]=1. (2) Given the reactants [CH:1]1([C:4]2[O:5][C:6]([C:9]3[CH:10]=[C:11]4[C:15](=[CH:16][CH:17]=3)[N:14]([S:18]([C:21]3[CH:27]=[CH:26][C:24]([CH3:25])=[CH:23][CH:22]=3)(=[O:20])=[O:19])[CH:13]=[C:12]4B3OC(C)(C)C(C)(C)O3)=[N:7][N:8]=2)[CH2:3][CH2:2]1.Br[C:38]1[N:43]=[C:42]([CH:44]2[CH2:46][CH2:45]2)[CH:41]=[CH:40][N:39]=1.P([O-])([O-])([O-])=O.[K+].[K+].[K+].C1(P(C2CCCCC2)C2C=CC=CC=2C2C(C(C)C)=CC(C(C)C)=CC=2C(C)C)CCCCC1, predict the reaction product. The product is: [CH:1]1([C:4]2[O:5][C:6]([C:9]3[CH:10]=[C:11]4[C:15](=[CH:16][CH:17]=3)[N:14]([S:18]([C:21]3[CH:22]=[CH:23][C:24]([CH3:25])=[CH:26][CH:27]=3)(=[O:19])=[O:20])[CH:13]=[C:12]4[C:38]3[N:43]=[C:42]([CH:44]4[CH2:46][CH2:45]4)[CH:41]=[CH:40][N:39]=3)=[N:7][N:8]=2)[CH2:2][CH2:3]1. (3) Given the reactants [Br:1][C:2]1[C:3]([F:10])=[C:4]([C:6]([Cl:9])=[CH:7][CH:8]=1)[NH2:5].[OH-].[Na+].S(OC)(O[CH3:17])(=O)=O.C(OCC)(=O)C, predict the reaction product. The product is: [Br:1][C:2]1[C:3]([F:10])=[C:4]([NH:5][CH3:17])[C:6]([Cl:9])=[CH:7][CH:8]=1.